From a dataset of Full USPTO retrosynthesis dataset with 1.9M reactions from patents (1976-2016). Predict the reactants needed to synthesize the given product. Given the product [CH:35]([O:38][C:39]1[CH:47]=[CH:46][C:42]([CH:43]=[O:44])=[CH:41][C:40]=1[CH3:48])([CH3:37])[CH3:36], predict the reactants needed to synthesize it. The reactants are: C(O[C@H]1C[C@@H](C2C=CC=CN=2)OC2(CCNCC2)C1)C.FC(F)(F)C(O)=O.C(N(CC)CC)C.[CH:35]([O:38][C:39]1[CH:47]=[CH:46][C:42]([C:43](Cl)=[O:44])=[CH:41][C:40]=1[CH3:48])([CH3:37])[CH3:36].